Dataset: Full USPTO retrosynthesis dataset with 1.9M reactions from patents (1976-2016). Task: Predict the reactants needed to synthesize the given product. (1) Given the product [CH3:28][NH:29][C:21]([C:19]1[CH:18]=[CH:17][C:14]2[N:15]([CH3:16])[C:11]([NH:10][C:8]3[S:9][C:5]4[CH:4]=[C:3]([F:25])[C:2]([F:1])=[CH:24][C:6]=4[N:7]=3)=[N:12][C:13]=2[CH:20]=1)=[O:23], predict the reactants needed to synthesize it. The reactants are: [F:1][C:2]1[C:3]([F:25])=[CH:4][C:5]2[S:9][C:8]([NH:10][C:11]3[N:15]([CH3:16])[C:14]4[CH:17]=[CH:18][C:19]([C:21]([OH:23])=O)=[CH:20][C:13]=4[N:12]=3)=[N:7][C:6]=2[CH:24]=1.CN.[CH3:28][N:29](C(ON1N=NC2C=CC=CC1=2)=[N+](C)C)C.F[P-](F)(F)(F)(F)F.CCN(C(C)C)C(C)C. (2) Given the product [C:2]([O:6][C:7](=[O:11])[CH2:8][N:9]([CH2:20][C:21]1[CH:28]=[CH:27][CH:26]=[C:23]([C:24]#[N:25])[CH:22]=1)[CH3:10])([CH3:5])([CH3:4])[CH3:3], predict the reactants needed to synthesize it. The reactants are: Cl.[C:2]([O:6][C:7](=[O:11])[CH2:8][NH:9][CH3:10])([CH3:5])([CH3:4])[CH3:3].C(N(CC)CC)C.Br[CH2:20][C:21]1[CH:22]=[C:23]([CH:26]=[CH:27][CH:28]=1)[C:24]#[N:25].O. (3) Given the product [CH2:14]([C:16]1[C:17]([CH3:1])=[CH:18][C:19]([C:23]([NH:25][OH:26])=[NH:24])=[N:20][CH:21]=1)[CH3:15], predict the reactants needed to synthesize it. The reactants are: [CH2:1](OC(C1C=C(C)C(Br)=CN=1)=O)C.[CH2:14]([C:16]1[CH:17]=[CH:18][C:19]([C:23]([NH:25][OH:26])=[NH:24])=[N:20][C:21]=1C)[CH3:15]. (4) Given the product [NH2:1][C:2]1[N:6]([CH:7]2[CH2:12][N:9]([C:13]#[N:14])[CH2:8]2)[N:5]=[C:4]([C:18]2[CH:23]=[CH:22][C:21]([O:24][C:25]3[CH:30]=[CH:29][CH:28]=[CH:27][CH:26]=3)=[CH:20][CH:19]=2)[C:3]=1[C:54]([NH2:56])=[O:55], predict the reactants needed to synthesize it. The reactants are: [NH2:1][C:2]1[N:6]([CH:7]2[CH2:12]CC[N:9]([C:13]#[N:14])[CH2:8]2)[NH:5][C:4]([C:18]2[CH:23]=[CH:22][C:21]([O:24][C:25]3[CH:30]=[CH:29][CH:28]=[CH:27][CH:26]=3)=[CH:20][CH:19]=2)(C(N)=O)[CH:3]=1.NC1N(C2CNC2)N=C(C2C=CC(OC3C=CC=CC=3)=CC=2)C=1[C:54]([NH2:56])=[O:55]. (5) Given the product [C:21]([C@@H:25]1[CH2:26][CH2:27][C@H:28]([C:31]([NH:1][CH:2]([C:5]2[C:6](=[O:20])[NH:7][C:8]([C:11]3[CH:16]=[CH:15][CH:14]=[C:13]([N+:17]([O-:19])=[O:18])[CH:12]=3)=[N:9][N:10]=2)[CH2:3][CH3:4])=[O:32])[CH2:29][CH2:30]1)([CH3:24])([CH3:22])[CH3:23], predict the reactants needed to synthesize it. The reactants are: [NH2:1][CH:2]([C:5]1[C:6](=[O:20])[NH:7][C:8]([C:11]2[CH:16]=[CH:15][CH:14]=[C:13]([N+:17]([O-:19])=[O:18])[CH:12]=2)=[N:9][N:10]=1)[CH2:3][CH3:4].[C:21]([C@@H:25]1[CH2:30][CH2:29][C@H:28]([C:31](Cl)=[O:32])[CH2:27][CH2:26]1)([CH3:24])([CH3:23])[CH3:22]. (6) Given the product [C:36]([C:38]1[CH:39]=[C:40]([C@H:44]([N:52]([CH3:53])[C:12](=[O:14])[CH2:11][C:8]2[CH:9]=[CH:10][C:4]3[S:3][C:2](=[O:1])[NH:6][C:5]=3[CH:7]=2)[CH2:45][N:46]2[CH2:50][CH2:49][C@H:48]([OH:51])[CH2:47]2)[CH:41]=[CH:42][CH:43]=1)#[CH:37], predict the reactants needed to synthesize it. The reactants are: [O:1]=[C:2]1[NH:6][C:5]2[CH:7]=[C:8]([CH2:11][C:12]([OH:14])=O)[CH:9]=[CH:10][C:4]=2[S:3]1.CCN=C=NCCCN(C)C.C1C=CC2N(O)N=NC=2C=1.[C:36]([C:38]1[CH:39]=[C:40]([C@H:44]([NH:52][CH3:53])[CH2:45][N:46]2[CH2:50][CH2:49][C@H:48]([OH:51])[CH2:47]2)[CH:41]=[CH:42][CH:43]=1)#[CH:37]. (7) The reactants are: C(Cl)(=O)C(Cl)=O.CS(C)=O.[F:11][C:12]([F:20])([F:19])[C:13]([CH3:18])([CH3:17])[CH2:14][CH2:15][OH:16].CCN(CC)CC.Cl. Given the product [F:11][C:12]([F:20])([F:19])[C:13]([CH3:18])([CH3:17])[CH2:14][CH:15]=[O:16], predict the reactants needed to synthesize it.